From a dataset of Reaction yield outcomes from USPTO patents with 853,638 reactions. Predict the reaction yield, written as a fraction of the theoretical maximum amount of product (1.0 means a 100% yield; for example, 0.34 means a 34% yield). The reactants are [NH2:1][C:2]1[S:6][C:5]([CH2:7][C:8]([O:10][CH2:11][CH2:12][CH2:13][CH3:14])=[O:9])=[C:4]([CH3:15])[C:3]=1[C:16]([O:18]CC)=O.[Cl:21][C:22]1[CH:23]=[C:24]([CH2:29][C:30]#[N:31])[CH:25]=[CH:26][C:27]=1[Cl:28]. The catalyst is Cl.O1CCOCC1. The product is [Cl:21][C:22]1[CH:23]=[C:24]([CH:25]=[CH:26][C:27]=1[Cl:28])[CH2:29][C:30]1[NH:31][C:16](=[O:18])[C:3]2[C:4]([CH3:15])=[C:5]([CH2:7][C:8]([O:10][CH2:11][CH2:12][CH2:13][CH3:14])=[O:9])[S:6][C:2]=2[N:1]=1. The yield is 0.380.